This data is from Peptide-MHC class I binding affinity with 185,985 pairs from IEDB/IMGT. The task is: Regression. Given a peptide amino acid sequence and an MHC pseudo amino acid sequence, predict their binding affinity value. This is MHC class I binding data. (1) The peptide sequence is FTASVSTVV. The MHC is HLA-B83:01 with pseudo-sequence HLA-B83:01. The binding affinity (normalized) is 0.213. (2) The peptide sequence is LTDLVRHYF. The MHC is Mamu-A01 with pseudo-sequence Mamu-A01. The binding affinity (normalized) is 0.805. (3) The peptide sequence is RDRFKRTSF. The MHC is HLA-B18:01 with pseudo-sequence HLA-B18:01. The binding affinity (normalized) is 0.0847. (4) The peptide sequence is SLCFLLTQK. The MHC is HLA-A11:01 with pseudo-sequence HLA-A11:01. The binding affinity (normalized) is 0.711. (5) The MHC is HLA-A02:02 with pseudo-sequence HLA-A02:02. The binding affinity (normalized) is 1.00. The peptide sequence is LLFNKVTLA. (6) The peptide sequence is IRMWNQAAL. The MHC is HLA-A01:01 with pseudo-sequence HLA-A01:01. The binding affinity (normalized) is 0.0847. (7) The peptide sequence is YPCTVNFTI. The MHC is HLA-B35:01 with pseudo-sequence HLA-B35:01. The binding affinity (normalized) is 0.365.